This data is from Forward reaction prediction with 1.9M reactions from USPTO patents (1976-2016). The task is: Predict the product of the given reaction. The product is: [N:1]1[N:2]([C:6]2[CH:11]=[CH:10][CH:9]=[CH:8][C:7]=2[C:12]([N:14]2[CH2:19][C@H:18]([C:20]3[O:21][C:22]([C:30]4[CH:31]=[CH:32][CH:33]=[CH:34][CH:35]=4)=[C:23]([CH2:25][C:26]([O:29][CH3:40])([CH3:28])[CH3:27])[N:24]=3)[CH2:17][CH2:16][C@H:15]2[CH3:36])=[O:13])[N:3]=[CH:4][CH:5]=1. Given the reactants [N:1]1[N:2]([C:6]2[CH:11]=[CH:10][CH:9]=[CH:8][C:7]=2[C:12]([N:14]2[CH2:19][C@H:18]([C:20]3[O:21][C:22]([C:30]4[CH:35]=[CH:34][CH:33]=[CH:32][CH:31]=4)=[C:23]([CH2:25][C:26]([OH:29])([CH3:28])[CH3:27])[N:24]=3)[CH2:17][CH2:16][C@H:15]2[CH3:36])=[O:13])[N:3]=[CH:4][CH:5]=1.[H-].[Na+].I[CH3:40], predict the reaction product.